This data is from Full USPTO retrosynthesis dataset with 1.9M reactions from patents (1976-2016). The task is: Predict the reactants needed to synthesize the given product. Given the product [N:26]1([C:23]2[CH:24]=[CH:25][C:20]([N:19]3[C:15]([C:12]4[CH:13]=[CH:14][C:9]([CH2:8][CH2:7][OH:6])=[CH:10][CH:11]=4)=[CH:16][C:17]([C:31]([F:33])([F:32])[F:34])=[N:18]3)=[CH:21][CH:22]=2)[CH:30]=[CH:29][CH:28]=[CH:27]1, predict the reactants needed to synthesize it. The reactants are: [OH-].[Na+].C([O:6][CH2:7][CH2:8][C:9]1[CH:14]=[CH:13][C:12]([C:15]2[N:19]([C:20]3[CH:25]=[CH:24][C:23]([N:26]4[CH:30]=[CH:29][CH:28]=[CH:27]4)=[CH:22][CH:21]=3)[N:18]=[C:17]([C:31]([F:34])([F:33])[F:32])[CH:16]=2)=[CH:11][CH:10]=1)(=O)C.CO.Cl.